From a dataset of NCI-60 drug combinations with 297,098 pairs across 59 cell lines. Regression. Given two drug SMILES strings and cell line genomic features, predict the synergy score measuring deviation from expected non-interaction effect. (1) Drug 1: CC1(CCCN1)C2=NC3=C(C=CC=C3N2)C(=O)N. Drug 2: C1CCC(C(C1)[NH-])[NH-].C(=O)(C(=O)[O-])[O-].[Pt+4]. Cell line: NCIH23. Synergy scores: CSS=27.3, Synergy_ZIP=-3.31, Synergy_Bliss=-6.85, Synergy_Loewe=-15.0, Synergy_HSA=-6.12. (2) Drug 1: CCC1(CC2CC(C3=C(CCN(C2)C1)C4=CC=CC=C4N3)(C5=C(C=C6C(=C5)C78CCN9C7C(C=CC9)(C(C(C8N6C)(C(=O)OC)O)OC(=O)C)CC)OC)C(=O)OC)O.OS(=O)(=O)O. Drug 2: C1CC(=O)NC(=O)C1N2C(=O)C3=CC=CC=C3C2=O. Cell line: OVCAR-4. Synergy scores: CSS=2.26, Synergy_ZIP=-0.457, Synergy_Bliss=0.746, Synergy_Loewe=-0.876, Synergy_HSA=-0.00494. (3) Drug 1: CC1C(C(CC(O1)OC2CC(CC3=C2C(=C4C(=C3O)C(=O)C5=C(C4=O)C(=CC=C5)OC)O)(C(=O)C)O)N)O.Cl. Drug 2: CC(C)NC(=O)C1=CC=C(C=C1)CNNC.Cl. Cell line: COLO 205. Synergy scores: CSS=11.1, Synergy_ZIP=1.69, Synergy_Bliss=-1.44, Synergy_Loewe=-55.1, Synergy_HSA=-4.84. (4) Drug 1: C1=NC2=C(N=C(N=C2N1C3C(C(C(O3)CO)O)F)Cl)N. Drug 2: N.N.Cl[Pt+2]Cl. Cell line: SW-620. Synergy scores: CSS=32.0, Synergy_ZIP=-6.28, Synergy_Bliss=-1.48, Synergy_Loewe=-47.4, Synergy_HSA=0.625. (5) Drug 1: C1=C(C(=O)NC(=O)N1)N(CCCl)CCCl. Drug 2: CN(C(=O)NC(C=O)C(C(C(CO)O)O)O)N=O. Cell line: COLO 205. Synergy scores: CSS=36.2, Synergy_ZIP=-10.4, Synergy_Bliss=-9.00, Synergy_Loewe=-24.6, Synergy_HSA=-6.52. (6) Drug 1: CC12CCC3C(C1CCC2OP(=O)(O)O)CCC4=C3C=CC(=C4)OC(=O)N(CCCl)CCCl.[Na+]. Drug 2: CC1C(C(CC(O1)OC2CC(CC3=C2C(=C4C(=C3O)C(=O)C5=CC=CC=C5C4=O)O)(C(=O)C)O)N)O. Cell line: SNB-75. Synergy scores: CSS=55.0, Synergy_ZIP=11.5, Synergy_Bliss=12.1, Synergy_Loewe=-17.7, Synergy_HSA=15.3. (7) Drug 1: CNC(=O)C1=NC=CC(=C1)OC2=CC=C(C=C2)NC(=O)NC3=CC(=C(C=C3)Cl)C(F)(F)F. Drug 2: C1=CN(C=N1)CC(O)(P(=O)(O)O)P(=O)(O)O. Cell line: TK-10. Synergy scores: CSS=0.395, Synergy_ZIP=0.0489, Synergy_Bliss=0.120, Synergy_Loewe=-1.41, Synergy_HSA=-1.02. (8) Drug 1: CC1=CC2C(CCC3(C2CCC3(C(=O)C)OC(=O)C)C)C4(C1=CC(=O)CC4)C. Drug 2: CCCS(=O)(=O)NC1=C(C(=C(C=C1)F)C(=O)C2=CNC3=C2C=C(C=N3)C4=CC=C(C=C4)Cl)F. Cell line: HCT116. Synergy scores: CSS=2.28, Synergy_ZIP=0.375, Synergy_Bliss=3.20, Synergy_Loewe=0.839, Synergy_HSA=1.45. (9) Drug 1: CC(C)(C#N)C1=CC(=CC(=C1)CN2C=NC=N2)C(C)(C)C#N. Drug 2: B(C(CC(C)C)NC(=O)C(CC1=CC=CC=C1)NC(=O)C2=NC=CN=C2)(O)O. Cell line: OVCAR-5. Synergy scores: CSS=40.9, Synergy_ZIP=0.748, Synergy_Bliss=-1.49, Synergy_Loewe=-3.20, Synergy_HSA=-1.96.